Dataset: Reaction yield outcomes from USPTO patents with 853,638 reactions. Task: Predict the reaction yield, written as a fraction of the theoretical maximum amount of product (1.0 means a 100% yield; for example, 0.34 means a 34% yield). (1) The yield is 0.290. The catalyst is C1COCC1. The product is [Br:1][C:2]1[C:7]([O:8][CH3:9])=[CH:6][C:5]([C:10]2[N:11]=[C:12]([C:30](=[O:46])[CH:31]([O:44][CH3:45])[C:32]3[CH:33]=[CH:34][C:35]([N:38]4[CH2:39][CH2:40][O:41][CH2:42][CH2:43]4)=[CH:36][CH:37]=3)[S:13][CH:14]=2)=[CH:4][C:3]=1[O:15][CH3:16]. The reactants are [Br:1][C:2]1[C:7]([O:8][CH3:9])=[CH:6][C:5]([C:10]2[N:11]=[CH:12][S:13][CH:14]=2)=[CH:4][C:3]=1[O:15][CH3:16].[Li+].C[Si]([N-][Si](C)(C)C)(C)C.CON(C)[C:30](=[O:46])[CH:31]([O:44][CH3:45])[C:32]1[CH:37]=[CH:36][C:35]([N:38]2[CH2:43][CH2:42][O:41][CH2:40][CH2:39]2)=[CH:34][CH:33]=1. (2) The reactants are [NH2:1][C:2]1[CH:3]=[C:4]([CH:17]=[CH:18][C:19]=1[F:20])[O:5][C:6]1[CH:13]=[CH:12][C:11]([N+:14]([O-:16])=[O:15])=[CH:10][C:7]=1[C:8]#[N:9].[F:21][C:22]([F:33])([F:32])[C:23](O[C:23](=[O:24])[C:22]([F:33])([F:32])[F:21])=[O:24]. The catalyst is O1CCCC1. The product is [C:8]([C:7]1[CH:10]=[C:11]([N+:14]([O-:16])=[O:15])[CH:12]=[CH:13][C:6]=1[O:5][C:4]1[CH:17]=[CH:18][C:19]([F:20])=[C:2]([NH:1][C:23](=[O:24])[C:22]([F:33])([F:32])[F:21])[CH:3]=1)#[N:9]. The yield is 0.930. (3) The yield is 0.850. The product is [OH:16][C:17]1[CH:22]=[C:21]([C:2]2[C:10]3[C:5](=[N:6][CH:7]=[C:8]([NH:11][C:12](=[O:14])[CH3:13])[CH:9]=3)[N:4]([CH3:15])[N:3]=2)[CH:20]=[CH:19][CH:18]=1. The reactants are I[C:2]1[C:10]2[C:5](=[N:6][CH:7]=[C:8]([NH:11][C:12](=[O:14])[CH3:13])[CH:9]=2)[N:4]([CH3:15])[N:3]=1.[OH:16][C:17]1[CH:18]=[C:19](B(O)O)[CH:20]=[CH:21][CH:22]=1.P([O-])([O-])([O-])=O.[K+].[K+].[K+].C1CCC(P(C2C(C3C=CC=CC=3)=CC=CC=2)C2CCCCC2)CC1. The catalyst is C([O-])(=O)C.[Pd+2].C([O-])(=O)C.O.C1(C)C=CC=CC=1. (4) The product is [Br:1][C:2]1[S:6][C:5]([CH2:7][CH3:8])=[C:4]([CH:9]([CH:11]2[CH2:16][CH2:15][CH2:14][CH2:13][CH2:12]2)[O:10][C:18]2[CH:27]=[CH:26][C:21]([C:22]([O:24][CH3:25])=[O:23])=[CH:20][CH:19]=2)[CH:3]=1. The reactants are [Br:1][C:2]1[S:6][C:5]([CH2:7][CH3:8])=[C:4]([CH:9]([CH:11]2[CH2:16][CH2:15][CH2:14][CH2:13][CH2:12]2)[OH:10])[CH:3]=1.O[C:18]1[CH:27]=[CH:26][C:21]([C:22]([O:24][CH3:25])=[O:23])=[CH:20][CH:19]=1.N(C(N1CCCCC1)=O)=NC(N1CCCCC1)=O.C(P(CCCC)CCCC)CCC. The yield is 0.550. The catalyst is O1CCCC1. (5) The reactants are [CH3:1][N:2]([CH3:6])[CH2:3][CH2:4][OH:5].F[C:8]1[CH:17]=[C:16]2[C:11]([C:12](=[O:18])[NH:13][CH:14]=[N:15]2)=[CH:10][CH:9]=1. The product is [CH3:1][N:2]([CH3:6])[CH2:3][CH2:4][O:5][C:8]1[CH:17]=[C:16]2[C:11]([C:12](=[O:18])[NH:13][CH:14]=[N:15]2)=[CH:10][CH:9]=1. No catalyst specified. The yield is 0.750. (6) The reactants are [Br:1][C:2]1[CH:7]=[CH:6][C:5]([CH3:8])=[C:4]([N+:9]([O-])=O)[CH:3]=1.[CH3:12]OC(OC)N(C)C.N1CCCC1. The catalyst is CN(C)C=O.C(OCC)C.C(O)(=O)C.[Zn]. The product is [Br:1][C:2]1[CH:3]=[C:4]2[C:5]([CH:8]=[CH:12][NH:9]2)=[CH:6][CH:7]=1. The yield is 0.360.